Dataset: NCI-60 drug combinations with 297,098 pairs across 59 cell lines. Task: Regression. Given two drug SMILES strings and cell line genomic features, predict the synergy score measuring deviation from expected non-interaction effect. (1) Drug 1: CCC1(CC2CC(C3=C(CCN(C2)C1)C4=CC=CC=C4N3)(C5=C(C=C6C(=C5)C78CCN9C7C(C=CC9)(C(C(C8N6C)(C(=O)OC)O)OC(=O)C)CC)OC)C(=O)OC)O.OS(=O)(=O)O. Cell line: UO-31. Synergy scores: CSS=11.6, Synergy_ZIP=0.275, Synergy_Bliss=1.04, Synergy_Loewe=0.137, Synergy_HSA=0.646. Drug 2: C1CCC(C(C1)N)N.C(=O)(C(=O)[O-])[O-].[Pt+4]. (2) Cell line: EKVX. Synergy scores: CSS=17.8, Synergy_ZIP=-4.73, Synergy_Bliss=1.75, Synergy_Loewe=-7.27, Synergy_HSA=-0.164. Drug 2: CCCCC(=O)OCC(=O)C1(CC(C2=C(C1)C(=C3C(=C2O)C(=O)C4=C(C3=O)C=CC=C4OC)O)OC5CC(C(C(O5)C)O)NC(=O)C(F)(F)F)O. Drug 1: C1CC(C1)(C(=O)O)C(=O)O.[NH2-].[NH2-].[Pt+2]. (3) Drug 1: CC=C1C(=O)NC(C(=O)OC2CC(=O)NC(C(=O)NC(CSSCCC=C2)C(=O)N1)C(C)C)C(C)C. Drug 2: C1=NNC2=C1C(=O)NC=N2. Cell line: SN12C. Synergy scores: CSS=28.8, Synergy_ZIP=1.30, Synergy_Bliss=1.53, Synergy_Loewe=-50.8, Synergy_HSA=-3.50. (4) Drug 1: CCN(CC)CCNC(=O)C1=C(NC(=C1C)C=C2C3=C(C=CC(=C3)F)NC2=O)C. Drug 2: CC12CCC3C(C1CCC2OP(=O)(O)O)CCC4=C3C=CC(=C4)OC(=O)N(CCCl)CCCl.[Na+]. Cell line: ACHN. Synergy scores: CSS=-2.44, Synergy_ZIP=-1.39, Synergy_Bliss=-4.34, Synergy_Loewe=-9.88, Synergy_HSA=-4.30. (5) Drug 1: C(=O)(N)NO. Drug 2: CN1C2=C(C=C(C=C2)N(CCCl)CCCl)N=C1CCCC(=O)O.Cl. Cell line: UACC62. Synergy scores: CSS=0.755, Synergy_ZIP=-0.504, Synergy_Bliss=-0.283, Synergy_Loewe=-1.38, Synergy_HSA=-0.964. (6) Drug 1: C1=C(C(=O)NC(=O)N1)F. Drug 2: C1=NNC2=C1C(=O)NC=N2. Cell line: HT29. Synergy scores: CSS=34.4, Synergy_ZIP=-3.07, Synergy_Bliss=-7.49, Synergy_Loewe=-27.6, Synergy_HSA=-8.69. (7) Drug 1: C1CN1P(=S)(N2CC2)N3CC3. Drug 2: C(CC(=O)O)C(=O)CN.Cl. Cell line: LOX IMVI. Synergy scores: CSS=19.7, Synergy_ZIP=-3.93, Synergy_Bliss=0.144, Synergy_Loewe=-4.87, Synergy_HSA=-0.749. (8) Drug 1: C1CCN(CC1)CCOC2=CC=C(C=C2)C(=O)C3=C(SC4=C3C=CC(=C4)O)C5=CC=C(C=C5)O. Drug 2: C1=NC(=NC(=O)N1C2C(C(C(O2)CO)O)O)N. Cell line: HCT-15. Synergy scores: CSS=3.91, Synergy_ZIP=2.92, Synergy_Bliss=7.26, Synergy_Loewe=0.376, Synergy_HSA=1.43. (9) Drug 1: C1=CC(=CC=C1CCC2=CNC3=C2C(=O)NC(=N3)N)C(=O)NC(CCC(=O)O)C(=O)O. Drug 2: CC1CCC2CC(C(=CC=CC=CC(CC(C(=O)C(C(C(=CC(C(=O)CC(OC(=O)C3CCCCN3C(=O)C(=O)C1(O2)O)C(C)CC4CCC(C(C4)OC)OCCO)C)C)O)OC)C)C)C)OC. Cell line: SNB-19. Synergy scores: CSS=43.8, Synergy_ZIP=-11.6, Synergy_Bliss=-5.88, Synergy_Loewe=1.63, Synergy_HSA=2.73. (10) Drug 1: CS(=O)(=O)C1=CC(=C(C=C1)C(=O)NC2=CC(=C(C=C2)Cl)C3=CC=CC=N3)Cl. Drug 2: CC(C)CN1C=NC2=C1C3=CC=CC=C3N=C2N. Cell line: NCI-H226. Synergy scores: CSS=5.67, Synergy_ZIP=-1.29, Synergy_Bliss=2.71, Synergy_Loewe=-0.179, Synergy_HSA=-0.0378.